This data is from Full USPTO retrosynthesis dataset with 1.9M reactions from patents (1976-2016). The task is: Predict the reactants needed to synthesize the given product. (1) Given the product [CH3:3][C:4]1[C:12]2[C:7](=[CH:8][N:9]=[CH:10][CH:11]=2)[N:6]([NH2:13])[CH:5]=1, predict the reactants needed to synthesize it. The reactants are: [H-].[Na+].[CH3:3][C:4]1[C:12]2[C:7](=[CH:8][N:9]=[CH:10][CH:11]=2)[NH:6][CH:5]=1.[NH2:13]OS(O)(=O)=O. (2) Given the product [CH:10]1([CH2:9][O:8][C:7]2[CH:6]=[N:5][NH:4][C:3](=[O:15])[CH:2]=2)[CH2:11][CH2:12][CH2:13][CH2:14]1, predict the reactants needed to synthesize it. The reactants are: Cl[C:2]1[C:3](=[O:15])[NH:4][N:5]=[CH:6][C:7]=1[O:8][CH2:9][CH:10]1[CH2:14][CH2:13][CH2:12][CH2:11]1.[OH-].[Na+].[H][H].